From a dataset of Full USPTO retrosynthesis dataset with 1.9M reactions from patents (1976-2016). Predict the reactants needed to synthesize the given product. Given the product [Br:35][C:36]1[CH:41]=[CH:40][C:39]([CH:42]([C:57]2[C:58](=[O:64])[CH2:59][CH2:60][CH2:61][C:62]=2[O:63][CH2:1][CH3:3])[NH:43][C:44]([NH:46][C:47]2[CH:52]=[CH:51][CH:50]=[C:49]([C:53]([F:55])([F:54])[F:56])[CH:48]=2)=[O:45])=[C:38]([O:65][CH3:66])[CH:37]=1, predict the reactants needed to synthesize it. The reactants are: [C:1]([C:3]1C=CC(C(C2C(=O)CCCC=2OCC)NC(NC2C=CC=C(C(F)(F)F)C=2)=O)=C(F)C=1)#N.[Br:35][C:36]1[CH:41]=[CH:40][C:39]([CH:42]([C:57]2[C:62](=[O:63])[CH2:61][CH2:60][CH2:59][C:58]=2[OH:64])[NH:43][C:44]([NH:46][C:47]2[CH:52]=[CH:51][CH:50]=[C:49]([C:53]([F:56])([F:55])[F:54])[CH:48]=2)=[O:45])=[C:38]([O:65][CH3:66])[CH:37]=1.